Dataset: Catalyst prediction with 721,799 reactions and 888 catalyst types from USPTO. Task: Predict which catalyst facilitates the given reaction. (1) Reactant: [Cl:1][C:2]1[S:6][C:5]([C:7]2[N:8]=[C:9]([CH3:16])[C:10]3[CH2:15][CH2:14][NH:13][C:11]=3[N:12]=2)=[CH:4][CH:3]=1.CC([O-])(C)C.[Na+].Br[C:24]1[CH:29]=[CH:28][C:27]([CH2:30][C:31]([O:33][C:34]([CH3:37])([CH3:36])[CH3:35])=[O:32])=[CH:26][CH:25]=1.C1C=CC(P(C2C(C3C(P(C4C=CC=CC=4)C4C=CC=CC=4)=CC=C4C=3C=CC=C4)=C3C(C=CC=C3)=CC=2)C2C=CC=CC=2)=CC=1. Product: [Cl:1][C:2]1[S:6][C:5]([C:7]2[N:8]=[C:9]([CH3:16])[C:10]3[CH2:15][CH2:14][N:13]([C:24]4[CH:29]=[CH:28][C:27]([CH2:30][C:31]([O:33][C:34]([CH3:37])([CH3:36])[CH3:35])=[O:32])=[CH:26][CH:25]=4)[C:11]=3[N:12]=2)=[CH:4][CH:3]=1. The catalyst class is: 101. (2) Reactant: [CH:1]([O:4][C:5]1[CH:10]=[C:9]([CH3:11])[N:8]=[C:7]([N:12]2[CH2:17][CH2:16][N:15](C(OC(C)(C)C)=O)[CH2:14][CH2:13]2)[N:6]=1)([CH3:3])[CH3:2].Cl. Product: [CH:1]([O:4][C:5]1[CH:10]=[C:9]([CH3:11])[N:8]=[C:7]([N:12]2[CH2:17][CH2:16][NH:15][CH2:14][CH2:13]2)[N:6]=1)([CH3:3])[CH3:2]. The catalyst class is: 135. (3) Reactant: [NH2:1][C:2]1[CH:3]=[C:4]([CH:14]=[CH:15][CH:16]=1)[O:5][C:6]1[CH:11]=[CH:10][N:9]=[C:8]([C:12]#[N:13])[CH:7]=1.Cl.[NH2:18][OH:19].C(=O)([O-])[O-].[Na+].[Na+].C(O)C. Product: [NH2:1][C:2]1[CH:3]=[C:4]([CH:14]=[CH:15][CH:16]=1)[O:5][C:6]1[CH:11]=[CH:10][N:9]=[C:8]([C:12]([NH:18][OH:19])=[NH:13])[CH:7]=1. The catalyst class is: 84. (4) Reactant: C1(P(C2C=CC=CC=2)C2C=CC=CC=2)C=CC=CC=1.[I:20]I.N1C=CN=C1.[CH2:27]([O:34][C:35](=[O:48])[CH2:36][C@H:37]([NH:40][C:41]([O:43][C:44]([CH3:47])([CH3:46])[CH3:45])=[O:42])[CH2:38]O)[C:28]1[CH:33]=[CH:32][CH:31]=[CH:30][CH:29]=1. Product: [CH2:27]([O:34][C:35](=[O:48])[CH2:36][C@H:37]([NH:40][C:41]([O:43][C:44]([CH3:47])([CH3:46])[CH3:45])=[O:42])[CH2:38][I:20])[C:28]1[CH:33]=[CH:32][CH:31]=[CH:30][CH:29]=1. The catalyst class is: 2. (5) Reactant: C([O:3][C:4](=O)[C:5]1[CH:10]=[CH:9][CH:8]=[C:7]([C:11]#[C:12][CH2:13][N:14]2[CH:18]=[C:17]([C:19]3[N:27]([CH2:28][O:29][CH2:30][CH2:31][Si:32]([CH3:35])([CH3:34])[CH3:33])[C:26]4[C:25](=[O:36])[N:24]([CH2:37][CH2:38][CH3:39])[C:23](=[O:40])[N:22]([CH2:41][CH2:42][CH3:43])[C:21]=4[N:20]=3)[CH:16]=[N:15]2)[CH:6]=1)C.[BH4-].[Na+].O. Product: [OH:3][CH2:4][C:5]1[CH:6]=[C:7]([C:11]#[C:12][CH2:13][N:14]2[CH:18]=[C:17]([C:19]3[N:27]([CH2:28][O:29][CH2:30][CH2:31][Si:32]([CH3:33])([CH3:35])[CH3:34])[C:26]4[C:25](=[O:36])[N:24]([CH2:37][CH2:38][CH3:39])[C:23](=[O:40])[N:22]([CH2:41][CH2:42][CH3:43])[C:21]=4[N:20]=3)[CH:16]=[N:15]2)[CH:8]=[CH:9][CH:10]=1. The catalyst class is: 1. (6) The catalyst class is: 67. Reactant: C(OC([N:8]1[C:16]2[C:11](=[CH:12][CH:13]=[CH:14][CH:15]=2)[CH:10]=[C:9]1[C:17]1[CH:22]=[CH:21][C:20]([CH2:23][CH3:24])=[C:19]([S:25](=[O:34])(=[O:33])[NH:26][CH:27]2[CH2:32][CH2:31][CH2:30][CH2:29][CH2:28]2)[CH:18]=1)=O)(C)(C)C. Product: [CH:27]1([NH:26][S:25]([C:19]2[CH:18]=[C:17]([C:9]3[NH:8][C:16]4[C:11]([CH:10]=3)=[CH:12][CH:13]=[CH:14][CH:15]=4)[CH:22]=[CH:21][C:20]=2[CH2:23][CH3:24])(=[O:33])=[O:34])[CH2:32][CH2:31][CH2:30][CH2:29][CH2:28]1.